Dataset: Experimentally validated miRNA-target interactions with 360,000+ pairs, plus equal number of negative samples. Task: Binary Classification. Given a miRNA mature sequence and a target amino acid sequence, predict their likelihood of interaction. (1) The miRNA is hsa-miR-615-3p with sequence UCCGAGCCUGGGUCUCCCUCUU. The protein sequence of the target gene is MGDAADPREMRRTFIVPAIKPFDHYDFSRAKIACNLAWLVAKAFGTENVPEELGDPFYTDQYDQEHIKPPVVNLLLSAELYCRAGSLILKSDAAKPLLGHDAVIQALAQKGLYVTDQEKLVTERDLHKKPIQMSAHLAMIDTLMMAYTVEMISIEKVIACAQQYSAFFQATDLPYDIEDAVMYWMNKVNEHLKDIMEQEQKSKEHHPAEAPGGQKARYRKEQTLLKQLPCIPLVENLLKDGTDGCALAALIHFYCPAVVRLEDICLKETMSLADSLYNLQLIQEFCQEYLNHCCHFSLED.... Result: 0 (no interaction). (2) The miRNA is hsa-miR-561-5p with sequence AUCAAGGAUCUUAAACUUUGCC. The protein sequence of the target gene is MEGAGGENEKKKMSSERRKEKSRDAARSRRSKESEVFYELAHQLPLPHNVSSHLDKASVMRLTISYLRVRKLLDAGDLDIEDEMKAQMNCFYLKAPDGFVMVLTDDGDMIYISDNVNKYMGLTQFELTGHSVFDFTHPCDHEEMREMLTHRNGPVRKGKEQNTQRSFFLRMKCTLTSRGRTMNIKSATWKVLHCTGHIHVYDTSSNQPQCGYKKPPMTCLVLICEPIPHPSNIEIPLDSKTFLSRHSLDMKFSYCDERITELMGYEPEELLGRSIYEYYHALDSDHLTKTHHDMFTKGQV.... Result: 0 (no interaction). (3) The miRNA is hsa-miR-30b-3p with sequence CUGGGAGGUGGAUGUUUACUUC. The protein sequence of the target gene is MVQWKRLCQLHYLWALGCYMLLATVALKLSFRLKCDSDHLGLESRESQSQYCRNILYNFLKLPAKRSINCSGVTRGDQEAVLQAILNNLEVKKKREPFTDTHYLSLTRDCEHFKAERKFIQFPLSKEEVEFPIAYSMVIHEKIENFERLLRAVYAPQNIYCVHVDEKSPETFKEAVKAIISCFPNVFIASKLVRVVYASWSRVQADLNCMEDLLQSSVPWKYFLNTCGTDFPIKSNAEMVQALKMLNGRNSMESEVPPKHKETRWKYHFEVVRDTLHLTNKKKDPPPYNLTMFTGNAYIV.... Result: 1 (interaction). (4) The miRNA is hsa-miR-362-3p with sequence AACACACCUAUUCAAGGAUUCA. The protein sequence of the target gene is MCVTYHNGTGYCKCPEGFLGEYCQHRDPCEKNRCQNGGTCVAQAMLGKATCRCASGFTGEDCQYSTSHPCFVSRPCLNGGTCHMLSRDTYECTCQVGFTGKECQWTDACLSHPCANGSTCTTVANQFSCKCLTGFTGQKCETDVNECDIPGHCQHGGTCLNLPGSYQCQCLQGFTGQYCDSLYVPCAPSPCVNGGTCRQTGDFTFECNCLPETVRRGTELWERDREVWNGKEHDEN. Result: 1 (interaction). (5) The miRNA is hsa-miR-3658 with sequence UUUAAGAAAACACCAUGGAGAU. The protein sequence of the target gene is MADEVALALQAAGSPSAAAAMEAASQPADEPLRKRPRRDGPGLGRSPGEPSAAVAPAAAGCEAASAAAPAALWREAAGAAASAEREAPATAVAGDGDNGSGLRREPRAADDFDDDEGEEEDEAAAAAAAAAIGYRDNLLLTDGLLTNGFHSCESDDDDRTSHASSSDWTPRPRIGPYTFVQQHLMIGTDPRTILKDLLPETIPPPELDDMTLWQIVINILSEPPKRKKRKDINTIEDAVKLLQECKKIIVLTGAGVSVSCGIPDFRSRDGIYARLAVDFPDLPDPQAMFDIEYFRKDPRP.... Result: 0 (no interaction). (6) The miRNA is mmu-miR-1900 with sequence GGCCGCCCUCUCUGGUCCUUCA. The protein sequence of the target gene is MAFRGPEPWVSASLLRQRLKAEEKTLDLEFEVLSVGFNEAGRYALRLSAENPLQVGSGAGVQLQVNDGDPFPACSAITDVIEQQEPGQSLTLTRSKFIFTLPKGFCKNDGQHDAQLHVEALRLDEPLGRAAQRVGEAIFPIYPRPDQPRMNPKAQDHEDLYRYCGNLALLRASTDPTARHCGSLAYSVAFHVHRGPQPPVSDSPPRAGQPELMSPEEPLIASQSTEPEIGHLSPSKKETIMVTLHGATNLPACKDGSEPWPYVVVKSTSEEKNNQSSKAVTSVTSEPTRAPIWGDTVNVE.... Result: 0 (no interaction).